Dataset: Reaction yield outcomes from USPTO patents with 853,638 reactions. Task: Predict the reaction yield, written as a fraction of the theoretical maximum amount of product (1.0 means a 100% yield; for example, 0.34 means a 34% yield). The reactants are [F:1][C:2]1[CH:25]=[CH:24][C:5]([CH2:6][CH2:7][C@H:8]2[CH2:13][C@H:12]([C:14]3[O:18][NH:17][C:16](=[O:19])[CH:15]=3)[CH2:11][CH2:10][N:9]2C(OC)=O)=[CH:4][CH:3]=1.Br. No catalyst specified. The product is [F:1][C:2]1[CH:3]=[CH:4][C:5]([CH2:6][CH2:7][C@H:8]2[CH2:13][C@H:12]([C:14]3[O:18][NH:17][C:16](=[O:19])[CH:15]=3)[CH2:11][CH2:10][NH:9]2)=[CH:24][CH:25]=1. The yield is 0.700.